From a dataset of Full USPTO retrosynthesis dataset with 1.9M reactions from patents (1976-2016). Predict the reactants needed to synthesize the given product. (1) Given the product [CH3:3][C:4]1([CH3:1])[C:5]([CH2:11][C:12]([O:14][CH2:15][C:16]2[CH:17]=[CH:18][CH:19]=[CH:20][CH:21]=2)=[O:13])=[C:6]([O:10][S:24]([C:23]([F:43])([F:42])[F:22])(=[O:26])=[O:25])[CH2:7][CH2:8][CH2:9]1, predict the reactants needed to synthesize it. The reactants are: [CH3:1][Li].[CH3:3][C:4]1[CH2:9][CH2:8][CH2:7][C:6](=[O:10])[C:5]=1[CH2:11][C:12]([O:14][CH2:15][C:16]1[CH:21]=[CH:20][CH:19]=[CH:18][CH:17]=1)=[O:13].[F:22][C:23]([F:43])([F:42])[S:24](N([S:24]([C:23]([F:43])([F:42])[F:22])(=[O:26])=[O:25])C1C=CC(Cl)=CN=1)(=[O:26])=[O:25].[Cl-].[NH4+]. (2) Given the product [NH2:8][C:9]1[N:14]=[C:13]([NH:1][C@@H:2]([CH2:5][CH2:6][CH3:7])[CH2:3][OH:4])[C:12]([CH2:16][C:17]2[CH:22]=[CH:21][C:20]([CH2:23][C:24]#[N:25])=[CH:19][C:18]=2[O:26][CH3:27])=[C:11]([CH3:28])[N:10]=1, predict the reactants needed to synthesize it. The reactants are: [NH2:1][C@@H:2]([CH2:5][CH2:6][CH3:7])[CH2:3][OH:4].[NH2:8][C:9]1[N:14]=[C:13](Cl)[C:12]([CH2:16][C:17]2[CH:22]=[CH:21][C:20]([CH2:23][C:24]#[N:25])=[CH:19][C:18]=2[O:26][CH3:27])=[C:11]([CH3:28])[N:10]=1. (3) Given the product [CH2:24]([N:22]([CH2:21][CH2:20][CH2:19][CH2:18][CH2:17][C:13]1[CH:12]=[C:11]2[C:16](=[CH:15][CH:14]=1)[NH:8][CH:9]=[CH:10]2)[CH3:23])[CH:25]=[CH2:26], predict the reactants needed to synthesize it. The reactants are: C(OC([N:8]1[C:16]2[C:11](=[CH:12][C:13]([CH2:17][CH2:18][CH2:19][CH2:20][CH2:21][N:22]([CH2:24][CH:25]=[CH2:26])[CH3:23])=[CH:14][CH:15]=2)[CH:10]=[CH:9]1)=O)(C)(C)C.O.[OH-].[Na+].